Dataset: Forward reaction prediction with 1.9M reactions from USPTO patents (1976-2016). Task: Predict the product of the given reaction. (1) Given the reactants [C:1]([C:3]1[CH:8]=[CH:7][CH:6]=[CH:5][C:4]=1[C:9]1[CH:14]=[CH:13][C:12]([CH2:15][C:16]2[C:17](=[O:44])[N:18]([C@H:28]3[CH2:33][CH2:32][C@H:31]([O:34][CH:35]([CH2:41][CH:42]=C)[C:36]([O:38][CH2:39][CH3:40])=[O:37])[CH2:30][CH2:29]3)[C:19]3[N:20]([N:25]=[CH:26][N:27]=3)[C:21]=2[CH2:22][CH2:23][CH3:24])=[CH:11][CH:10]=1)#[N:2].I([O-])(=O)(=O)=[O:46].[Na+].CC(C)=O.C(#N)C, predict the reaction product. The product is: [C:1]([C:3]1[CH:8]=[CH:7][CH:6]=[CH:5][C:4]=1[C:9]1[CH:10]=[CH:11][C:12]([CH2:15][C:16]2[C:17](=[O:44])[N:18]([C@H:28]3[CH2:29][CH2:30][C@H:31]([O:34][CH:35]([CH2:41][CH2:42][OH:46])[C:36]([O:38][CH2:39][CH3:40])=[O:37])[CH2:32][CH2:33]3)[C:19]3[N:20]([N:25]=[CH:26][N:27]=3)[C:21]=2[CH2:22][CH2:23][CH3:24])=[CH:13][CH:14]=1)#[N:2]. (2) Given the reactants [F:1][C:2]1[CH:9]=[CH:8][C:5]([CH:6]=[O:7])=[CH:4][C:3]=1[OH:10].C(=O)([O-])[O-].[K+].[K+].Br[CH2:18][CH:19]1[CH2:21][CH2:20]1, predict the reaction product. The product is: [CH:19]1([CH2:18][O:10][C:3]2[CH:4]=[C:5]([CH:8]=[CH:9][C:2]=2[F:1])[CH:6]=[O:7])[CH2:21][CH2:20]1. (3) Given the reactants [N:1]1([C:7]2[O:8][C:9]([C:16]([O:18]CC)=[O:17])=[C:10]([C:12]([F:15])([F:14])[F:13])[N:11]=2)[CH2:6][CH2:5][CH2:4][CH2:3][CH2:2]1, predict the reaction product. The product is: [N:1]1([C:7]2[O:8][C:9]([C:16]([OH:18])=[O:17])=[C:10]([C:12]([F:14])([F:15])[F:13])[N:11]=2)[CH2:2][CH2:3][CH2:4][CH2:5][CH2:6]1. (4) Given the reactants [Cl:1][C:2]1[CH:3]=[C:4]([C@@H:8]2[C@@H:13]([C:14]3[CH:19]=[CH:18][C:17]([Cl:20])=[CH:16][CH:15]=3)[N:12]([C@@H:21]([CH2:24][CH3:25])[CH:22]=O)[C:11](=[O:26])[C@:10]([CH2:28][C:29]([O:31][CH3:32])=[O:30])([CH3:27])[CH2:9]2)[CH:5]=[CH:6][CH:7]=1.[C:33]([O-])(O)=O.[Na+].CCOC(C)=O, predict the reaction product. The product is: [Cl:1][C:2]1[CH:3]=[C:4]([C@@H:8]2[C@@H:13]([C:14]3[CH:15]=[CH:16][C:17]([Cl:20])=[CH:18][CH:19]=3)[N:12]([C@@H:21]([CH2:22][CH3:33])[CH:24]=[CH2:25])[C:11](=[O:26])[C@:10]([CH2:28][C:29]([O:31][CH3:32])=[O:30])([CH3:27])[CH2:9]2)[CH:5]=[CH:6][CH:7]=1. (5) Given the reactants [CH:1]1([C:6]2([CH2:14][CH2:15][C:16]3[CH:21]=[CH:20][C:19]([C:22]4([C:26]#[N:27])[CH2:25][CH2:24][CH2:23]4)=[C:18]([F:28])[CH:17]=3)[CH2:11][C:10](=[O:12])[CH2:9][C:8](=[O:13])[O:7]2)[CH2:5][CH2:4][CH2:3][CH2:2]1.[CH3:29][C:30]1[CH:31]=[N:32][C:33]2[N:34]([N:36]=[C:37]([CH:39]=O)[N:38]=2)[CH:35]=1, predict the reaction product. The product is: [CH:1]1([C:6]2([CH2:14][CH2:15][C:16]3[CH:21]=[CH:20][C:19]([C:22]4([C:26]#[N:27])[CH2:23][CH2:24][CH2:25]4)=[C:18]([F:28])[CH:17]=3)[CH2:11][C:10]([OH:12])=[C:9]([CH2:39][C:37]3[N:38]=[C:33]4[N:32]=[CH:31][C:30]([CH3:29])=[CH:35][N:34]4[N:36]=3)[C:8](=[O:13])[O:7]2)[CH2:5][CH2:4][CH2:3][CH2:2]1.